This data is from Reaction yield outcomes from USPTO patents with 853,638 reactions. The task is: Predict the reaction yield, written as a fraction of the theoretical maximum amount of product (1.0 means a 100% yield; for example, 0.34 means a 34% yield). (1) The reactants are [CH2:1]([O:3][C:4](=[O:17])[CH:5]([C:7]1[CH:12]=[CH:11][C:10]([CH2:13][CH:14]([CH3:16])[CH3:15])=[CH:9][CH:8]=1)[CH3:6])[CH3:2].[Li+].CC([N-]C(C)C)C.[Br:26][CH2:27][CH2:28][CH2:29][CH2:30]Br.O. The catalyst is C1COCC1. The product is [CH2:1]([O:3][C:4](=[O:17])[C:5]([C:7]1[CH:8]=[CH:9][C:10]([CH2:13][CH:14]([CH3:16])[CH3:15])=[CH:11][CH:12]=1)([CH3:6])[CH2:30][CH2:29][CH2:28][CH2:27][Br:26])[CH3:2]. The yield is 0.880. (2) The reactants are [CH3:1][C:2]1[CH:7]=[C:6]([CH3:8])[N:5]2[N:9]=[C:10]([SH:12])[N:11]=[C:4]2[N:3]=1.[Cl:13][C:14]1[CH:15]=[C:16]([CH:21]=[CH:22][C:23]=1[Cl:24])[O:17][CH2:18][CH2:19][Br:20].ClC1C=CC(OCCBr)=CC=1F.ClC1C=C(O)C=CC=1Cl.BrCCBr. No catalyst specified. The product is [Cl:13][C:14]1[CH:15]=[C:16]([CH:21]=[CH:22][C:23]=1[Cl:24])[O:17][CH2:18][CH2:19][S:12][C:10]1[N:11]=[C:4]2[N:3]=[C:2]([CH3:1])[CH:7]=[C:6]([CH3:8])[N:5]2[N:9]=1.[Cl:13][C:14]1[CH:15]=[C:16]([CH:21]=[CH:22][C:23]=1[Cl:24])[O:17][CH2:18][CH2:19][Br:20]. The yield is 0.850. (3) The reactants are [NH2:1][C:2]1[CH:3]=[C:4]([CH:20]=[CH:21][CH:22]=1)[CH2:5][O:6][C:7]1[CH:12]=[CH:11][C:10]([C:13](=[O:15])[CH3:14])=[C:9]([OH:16])[C:8]=1[CH2:17][CH2:18][CH3:19].[CH3:23][O:24][C:25](=[O:33])[C:26]1[CH:31]=[CH:30][N:29]=[C:28](Cl)[CH:27]=1.C(=O)([O-])[O-].[Cs+].[Cs+]. The catalyst is C1(C)C=CC=CC=1.C1C=CC(/C=C/C(/C=C/C2C=CC=CC=2)=O)=CC=1.C1C=CC(/C=C/C(/C=C/C2C=CC=CC=2)=O)=CC=1.C1C=CC(/C=C/C(/C=C/C2C=CC=CC=2)=O)=CC=1.[Pd].[Pd]. The product is [CH3:23][O:24][C:25](=[O:33])[C:26]1[CH:31]=[CH:30][N:29]=[C:28]([NH:1][C:2]2[CH:22]=[CH:21][CH:20]=[C:4]([CH2:5][O:6][C:7]3[CH:12]=[CH:11][C:10]([C:13](=[O:15])[CH3:14])=[C:9]([OH:16])[C:8]=3[CH2:17][CH2:18][CH3:19])[CH:3]=2)[CH:27]=1. The yield is 0.390. (4) The reactants are Br[C:2]1[C:3]([F:36])=[C:4]([CH:12]2[C:17]3([C:25]4[C:20](=[CH:21][C:22]([Cl:26])=[CH:23][CH:24]=4)[NH:19][C:18]3=[O:27])[CH:16]([C:28]3[CH:33]=[CH:32][CH:31]=[C:30]([Cl:34])[CH:29]=3)[CH2:15][C:14](=[O:35])[NH:13]2)[C:5]([O:8][CH2:9][CH2:10][OH:11])=[CH:6][CH:7]=1.[C:37]([Si:39]([CH3:42])([CH3:41])[CH3:40])#[CH:38].C(N(CC)CC)C. The catalyst is CN(C)C=O.O. The product is [Cl:26][C:22]1[CH:21]=[C:20]2[NH:19][C:18](=[O:27])[C:17]3([CH:16]([C:28]4[CH:33]=[CH:32][CH:31]=[C:30]([Cl:34])[CH:29]=4)[CH2:15][C:14](=[O:35])[NH:13][CH:12]3[C:4]3[C:5]([O:8][CH2:9][CH2:10][OH:11])=[CH:6][CH:7]=[C:2]([C:38]#[C:37][Si:39]([CH3:42])([CH3:41])[CH3:40])[C:3]=3[F:36])[C:25]2=[CH:24][CH:23]=1. The yield is 0.406. (5) The reactants are C(C1(O)C[CH2:7][C@@H:6]([C:9]([O:11][CH2:12][C:13]2[CH:18]=[CH:17][CH:16]=[CH:15][CH:14]=2)=[O:10])C1)C=C.I([O-])(=O)(=O)=O.[Na+].[CH:26]([OH:29])([CH3:28])[CH3:27].[C:30]([O:33]CC)(=[O:32])[CH3:31]. The catalyst is O.[Ru](=O)=O. The product is [CH2:12]([O:11][C:9]([CH:6]1[CH2:7][CH2:28][C:26]([CH2:31][C:30]([OH:33])=[O:32])([OH:29])[CH2:27]1)=[O:10])[C:13]1[CH:14]=[CH:15][CH:16]=[CH:17][CH:18]=1. The yield is 0.810. (6) The reactants are [CH3:1][O:2][C:3]([C:5]1[S:6][CH:7]=[CH:8][C:9]=1[S:10](Cl)(=[O:12])=[O:11])=[O:4].[NH2:14][C:15]1[O:19][N:18]=[C:17]([CH3:20])[C:16]=1[CH3:21]. The catalyst is N1C=CC=CC=1. The yield is 0.650. The product is [CH3:20][C:17]1[C:16]([CH3:21])=[C:15]([NH:14][S:10]([C:9]2[CH:8]=[CH:7][S:6][C:5]=2[C:3]([O:2][CH3:1])=[O:4])(=[O:12])=[O:11])[O:19][N:18]=1.